Dataset: Reaction yield outcomes from USPTO patents with 853,638 reactions. Task: Predict the reaction yield, written as a fraction of the theoretical maximum amount of product (1.0 means a 100% yield; for example, 0.34 means a 34% yield). (1) The reactants are C(C1C=C([NH:10][C:11]([NH:13][C:14]2[CH:19]=[CH:18][C:17](Cl)=[CH:16][CH:15]=2)=[O:12])N(C2C=C(C=CC=2)C(OCC)=O)N=1)(C)(C)C.O=S(Cl)Cl. The catalyst is CCl. The product is [C:14]1([NH:13][C:11](=[O:12])[NH2:10])[C:15]2[C:16](=[CH:19][CH:14]=[CH:15][CH:16]=2)[CH:17]=[CH:18][CH:19]=1. The yield is 0.970. (2) The catalyst is C1COCC1. The reactants are [CH3:1][C:2]1[N:7]=[C:6]2[C:8](=O)[O:9][C:10](=[O:11])[C:5]2=[CH:4][CH:3]=1.[BH4-].[Na+].C(O)(=O)C. The yield is 0.440. The product is [CH3:1][C:2]1[N:7]=[C:6]2[CH2:8][O:9][C:10](=[O:11])[C:5]2=[CH:4][CH:3]=1.